Dataset: Forward reaction prediction with 1.9M reactions from USPTO patents (1976-2016). Task: Predict the product of the given reaction. Given the reactants [NH2:1][C:2]1[CH:7]=[CH:6][C:5]([F:8])=[CH:4][N:3]=1.C(=O)([O-])O.[Na+].[Cl:14][CH:15]([Cl:19])[C:16](Cl)=[O:17], predict the reaction product. The product is: [Cl:14][CH:15]([Cl:19])[C:16]([NH:1][C:2]1[CH:7]=[CH:6][C:5]([F:8])=[CH:4][N:3]=1)=[O:17].